Dataset: Reaction yield outcomes from USPTO patents with 853,638 reactions. Task: Predict the reaction yield, written as a fraction of the theoretical maximum amount of product (1.0 means a 100% yield; for example, 0.34 means a 34% yield). The reactants are [C:1]([O:5][C:6]([N:8]1[CH2:13][CH2:12][C:11](O)([C:14]2[CH:35]=[CH:34][C:17]3[C:18]4[N:19]=[C:20]([C:26]5[N:27]([CH:31]([CH3:33])[CH3:32])[N:28]=[CH:29][N:30]=5)[S:21][C:22]=4[CH2:23][CH2:24][O:25][C:16]=3[CH:15]=2)[CH2:10][CH2:9]1)=[O:7])([CH3:4])([CH3:3])[CH3:2].CCN(S(F)(F)[F:43])CC. The catalyst is C(Cl)Cl. The product is [C:1]([O:5][C:6]([N:8]1[CH2:13][CH2:12][C:11]([F:43])([C:14]2[CH:35]=[CH:34][C:17]3[C:18]4[N:19]=[C:20]([C:26]5[N:27]([CH:31]([CH3:33])[CH3:32])[N:28]=[CH:29][N:30]=5)[S:21][C:22]=4[CH2:23][CH2:24][O:25][C:16]=3[CH:15]=2)[CH2:10][CH2:9]1)=[O:7])([CH3:4])([CH3:3])[CH3:2]. The yield is 0.560.